From a dataset of Full USPTO retrosynthesis dataset with 1.9M reactions from patents (1976-2016). Predict the reactants needed to synthesize the given product. Given the product [NH2:8][C:24]1[N:32]=[C:31]([Cl:33])[CH:30]=[CH:29][C:25]=1[C:26]([OH:28])=[O:27], predict the reactants needed to synthesize it. The reactants are: COCCOCC[N:8](CCOCCOC)CCOCCOC.Cl[C:24]1[N:32]=[C:31]([Cl:33])[CH:30]=[CH:29][C:25]=1[C:26]([OH:28])=[O:27].C(N)(=O)C.C(=O)([O-])[O-].[K+].[K+].[Cl-].Cl.C(O)(=O)CC(CC(O)=O)(C(O)=O)O.